Dataset: Experimental lipophilicity measurements (octanol/water distribution) for 4,200 compounds from AstraZeneca. Task: Regression/Classification. Given a drug SMILES string, predict its absorption, distribution, metabolism, or excretion properties. Task type varies by dataset: regression for continuous measurements (e.g., permeability, clearance, half-life) or binary classification for categorical outcomes (e.g., BBB penetration, CYP inhibition). For this dataset (lipophilicity_astrazeneca), we predict Y. (1) The molecule is COc1cc2ncnc(Nc3cccc(C)c3)c2cc1OC. The Y is 3.50 logD. (2) The drug is Cc1ncc(-c2ccc([C@H]3CC[C@H](CC(=O)O)CC3)cc2)nc1C(N)=O. The Y is 1.00 logD. (3) The drug is C[C@H](c1nc2ncccc2c(=O)n1-c1ccc(Cl)cc1)N(CC1CCS(=O)(=O)CC1)C(=O)Cc1ccc(C(F)(F)F)c(F)c1. The Y is 2.90 logD. (4) The compound is CNCCC=C1c2ccccc2CCc2ccccc21. The Y is 1.58 logD. (5) The molecule is OC1(c2ccc(F)cc2)CCN(c2ccc3nnc(C(F)(F)F)n3n2)CC1. The Y is 3.50 logD. (6) The compound is COc1ccc2ncc(C#N)c(CCN3CCC(NCc4cc5c(cn4)OCS5)CC3)c2c1. The Y is 2.55 logD. (7) The Y is 0.890 logD. The molecule is CNCCCC12CCC(c3ccccc31)c1ccccc12. (8) The compound is COc1cc(OC)c(S(=O)(=O)N2c3ccccc3CCC2C)cc1NC(=O)CSCC(=O)O. The Y is -1.18 logD. (9) The Y is 3.20 logD. The molecule is COc1cc(F)ccc1-c1cncc(CNC(=O)C2CCC2)c1.